The task is: Regression. Given a peptide amino acid sequence and an MHC pseudo amino acid sequence, predict their binding affinity value. This is MHC class I binding data.. This data is from Peptide-MHC class I binding affinity with 185,985 pairs from IEDB/IMGT. (1) The peptide sequence is FTTSLSLHK. The MHC is HLA-A68:01 with pseudo-sequence HLA-A68:01. The binding affinity (normalized) is 0.482. (2) The peptide sequence is VSEGFAPL. The MHC is H-2-Kb with pseudo-sequence H-2-Kb. The binding affinity (normalized) is 0.719.